The task is: Binary Classification. Given a miRNA mature sequence and a target amino acid sequence, predict their likelihood of interaction.. This data is from Experimentally validated miRNA-target interactions with 360,000+ pairs, plus equal number of negative samples. (1) The miRNA is hsa-miR-92a-3p with sequence UAUUGCACUUGUCCCGGCCUGU. The protein sequence of the target gene is METGAAELYDQALLGILQHVGNVQDFLRVLFGFLYRKTDFYRLLRHPSDRMGFPPGAAQALVLQVFKTFDHMARQDDEKRRQELEEKIRRKEEEEAKTVSAAAAEKEPVPVPVQEIEIDSTTELDGHQEVEKVQPPGPVKEMAHGSQEAEAPGAVAGAAEVPREPPILPRIQEQFQKNPDSYNGAVRENYTWSQDYTDLEVRVPVPKHVVKGKQVSVALSSSSIRVAMLEENGERVLMEGKLTHKINTESSLWSLEPGKCVLVNLSKVGEYWWNAILEGEEPIDIDKINKERSMATVDEE.... Result: 1 (interaction). (2) The miRNA is hsa-miR-573 with sequence CUGAAGUGAUGUGUAACUGAUCAG. The protein sequence of the target gene is MNSTEISEDVEEVLKNNPVKAEGSDATLDCSRNSRASEKHLLESVLTALHDSSKRKQLDSDGQPDSVPSVKRRRLIPEALLAGMRTRENSSPCQGNGEPASRGRSGSCAWPAEEEPSTEATVPSYKKPLYGISHKIMEKKNPPSGDLLSPYELFEKANSSSGPSPLRLLSESQKRECGVGVATDGDLNIYFLIQKMFYMLNGLTTNMSQLHSKMDLLSLEVSRVKKQVSPSELVAKFQPPPEYQLTASELKQIAEQSLSCGDLACRLLLQLFPELFSDVDFSRGCSACGFAAKRKLESLH.... Result: 0 (no interaction). (3) The miRNA is hsa-miR-548ap-3p with sequence AAAAACCACAAUUACUUUU. The protein sequence of the target gene is MALCYGTFWGYPKMLEAANLMEGLVDIGPWVTLPRGQPEVLEWGLPKDQDSVAFEDVAVNFTHEEWALLGPSQKNLYRDVMRETIRNLNCIGMKWENQNIDDQHQNLRRNPRCDVVERFGKSKDGSQCGETLSQIRNSIVNKNTPARVDACGSSVNGEVIMGHSSLNCYIRVDTGHKHRECHEYAEKSYTHKQCGKGLSYRHSFQTCERPHTGKKPYDCKECGKTFSSPGNLRRHMVVKGGDGPYKCELCGKAFFWPSLLRMHERTHTGEKPYECKQCSKAFPVYSSYLRHEKIHTGEKP.... Result: 0 (no interaction).